Predict which catalyst facilitates the given reaction. From a dataset of Catalyst prediction with 721,799 reactions and 888 catalyst types from USPTO. (1) Reactant: CN(C(ON1N=NC2C=CC=NC1=2)=[N+](C)C)C.F[P-](F)(F)(F)(F)F.Cl.[C:26]([C:30]1[CH:31]=[C:32]([NH:71][S:72]([CH3:75])(=[O:74])=[O:73])[C:33]([O:69][CH3:70])=[C:34]([NH:36][C:37](=[O:68])[NH:38][C:39]2[C:48]3[C:43](=[CH:44][CH:45]=[CH:46][CH:47]=3)[C:42]([O:49][C:50]3[CH:55]=[CH:54][N:53]=[C:52]([NH:56][C:57]4[CH:65]=[CH:64][C:60]([C:61](O)=[O:62])=[C:59]([O:66][CH3:67])[CH:58]=4)[CH:51]=3)=[CH:41][CH:40]=2)[CH:35]=1)([CH3:29])([CH3:28])[CH3:27].[CH:76]1([N:79]2[CH2:84][CH2:83][N:82]([CH2:85][CH2:86][NH2:87])[CH2:81][CH2:80]2)[CH2:78][CH2:77]1.CCN(C(C)C)C(C)C. Product: [C:26]([C:30]1[CH:31]=[C:32]([NH:71][S:72]([CH3:75])(=[O:73])=[O:74])[C:33]([O:69][CH3:70])=[C:34]([NH:36][C:37](=[O:68])[NH:38][C:39]2[C:48]3[C:43](=[CH:44][CH:45]=[CH:46][CH:47]=3)[C:42]([O:49][C:50]3[CH:55]=[CH:54][N:53]=[C:52]([NH:56][C:57]4[CH:65]=[CH:64][C:60]([C:61]([NH:87][CH2:86][CH2:85][N:82]5[CH2:83][CH2:84][N:79]([CH:76]6[CH2:78][CH2:77]6)[CH2:80][CH2:81]5)=[O:62])=[C:59]([O:66][CH3:67])[CH:58]=4)[CH:51]=3)=[CH:41][CH:40]=2)[CH:35]=1)([CH3:29])([CH3:27])[CH3:28]. The catalyst class is: 18. (2) Reactant: C([C@@H]1C[C@H](O)C=C[C@@H]1CC(=O)C1C=CC=CC=1)(=O)C1C=CC=CC=1.N[C:26]1[N:34]=[C:33]2[C:29]([NH:30][CH:31]=[N:32]2)=[C:28]([Cl:35])[N:27]=1.C1C=CC(P(C2C=CC=CC=2)C2C=CC=CC=2)=CC=1.CCOC(/N=N/C(OCC)=O)=O. Product: [Cl:35][C:28]1[N:27]=[CH:26][N:34]=[C:33]2[C:29]=1[NH:30][CH:31]=[N:32]2. The catalyst class is: 12. (3) Reactant: Cl[CH2:2][CH2:3][O:4][CH2:5][CH2:6][O:7][CH2:8][CH2:9][O:10][CH3:11].[OH:12][C:13]1[CH:20]=[CH:19][C:16]([CH:17]=[O:18])=[CH:15][CH:14]=1.C([O-])([O-])=O.[K+].[K+].C1OCCOCCOCCOCCOCCOC1. Product: [O:12]([C:13]1[CH:20]=[CH:19][C:16]([CH:17]=[O:18])=[CH:15][CH:14]=1)[CH2:2][CH2:3][O:4][CH2:5][CH2:6][O:7][CH2:8][CH2:9][O:10][CH3:11]. The catalyst class is: 20. (4) Reactant: FC(F)(F)S(O[C:7]1[C:16]2[C:11](=[N:12][CH:13]=[C:14]([F:17])[CH:15]=2)[N:10]([O:18][CH2:19][C:20]2[CH:25]=[CH:24][CH:23]=[CH:22][CH:21]=2)[C:9](=[O:26])[C:8]=1[C:27]1[CH:32]=[CH:31][CH:30]=[CH:29][CH:28]=1)(=O)=O.CC1(C)C(C)(C)OB([C:43]2[CH:48]=[CH:47][C:46]([C:49]3[CH:54]=[CH:53][C:52]([CH2:55][NH:56]C(=O)OC(C)(C)C)=[CH:51][CH:50]=3)=[CH:45][CH:44]=2)O1.C(=O)([O-])[O-].[Na+].[Na+].N#N. Product: [NH2:56][CH2:55][C:52]1[CH:51]=[CH:50][C:49]([C:46]2[CH:45]=[CH:44][C:43]([C:7]3[C:16]4[C:11](=[N:12][CH:13]=[C:14]([F:17])[CH:15]=4)[N:10]([O:18][CH2:19][C:20]4[CH:25]=[CH:24][CH:23]=[CH:22][CH:21]=4)[C:9](=[O:26])[C:8]=3[C:27]3[CH:32]=[CH:31][CH:30]=[CH:29][CH:28]=3)=[CH:48][CH:47]=2)=[CH:54][CH:53]=1. The catalyst class is: 128. (5) Reactant: [C:1]([O:4][CH2:5][C@@H:6]1[C@@H:11]([O:12][C:13](=[O:15])[CH3:14])[C@H:10]([O:16][C:17](=[O:19])[CH3:18])[C@H:9]([O:20][C:21](=[O:23])[CH3:22])[C@:8]2([CH2:32][CH2:31][C:30]3[C:25](=[CH:26][CH:27]=[C:28](OS(C(F)(F)F)(=O)=O)[CH:29]=3)[O:24]2)[O:7]1)(=[O:3])[CH3:2].CC([O-])=O.[K+].[B:55]1([B:55]2[O:59][C:58]([CH3:61])([CH3:60])[C:57]([CH3:63])([CH3:62])[O:56]2)[O:59][C:58]([CH3:61])([CH3:60])[C:57]([CH3:63])([CH3:62])[O:56]1.C(Cl)Cl. Product: [C:1]([O:4][CH2:5][C@@H:6]1[C@@H:11]([O:12][C:13](=[O:15])[CH3:14])[C@H:10]([O:16][C:17](=[O:19])[CH3:18])[C@H:9]([O:20][C:21](=[O:23])[CH3:22])[C@:8]2([CH2:32][CH2:31][C:30]3[C:25](=[CH:26][CH:27]=[C:28]([B:55]4[O:56][C:57]([CH3:62])([CH3:63])[C:58]([CH3:60])([CH3:61])[O:59]4)[CH:29]=3)[O:24]2)[O:7]1)(=[O:3])[CH3:2]. The catalyst class is: 140.